Dataset: Ames mutagenicity test results for genotoxicity prediction. Task: Regression/Classification. Given a drug SMILES string, predict its toxicity properties. Task type varies by dataset: regression for continuous values (e.g., LD50, hERG inhibition percentage) or binary classification for toxic/non-toxic outcomes (e.g., AMES mutagenicity, cardiotoxicity, hepatotoxicity). Dataset: ames. The molecule is CCN(CC)C(=S)SSC(=S)N(CC)CC. The result is 0 (non-mutagenic).